This data is from Reaction yield outcomes from USPTO patents with 853,638 reactions. The task is: Predict the reaction yield, written as a fraction of the theoretical maximum amount of product (1.0 means a 100% yield; for example, 0.34 means a 34% yield). No catalyst specified. The product is [CH2:29]([O:28][C:26](=[O:27])[CH2:25][N:13]1[CH2:14][CH2:15][C@H:11]([N:10]([C:8]2[CH:7]=[CH:6][C:3]([C:4]#[N:5])=[C:2]([Cl:1])[CH:9]=2)[CH2:16][C:17]2[CH:22]=[CH:21][CH:20]=[CH:19][C:18]=2[Cl:23])[CH2:12]1)[CH3:30]. The reactants are [Cl:1][C:2]1[CH:9]=[C:8]([N:10]([CH2:16][C:17]2[CH:22]=[CH:21][CH:20]=[CH:19][C:18]=2[Cl:23])[C@H:11]2[CH2:15][CH2:14][NH:13][CH2:12]2)[CH:7]=[CH:6][C:3]=1[C:4]#[N:5].Br[CH2:25][C:26]([O:28][CH2:29][CH3:30])=[O:27]. The yield is 0.910.